Dataset: Forward reaction prediction with 1.9M reactions from USPTO patents (1976-2016). Task: Predict the product of the given reaction. (1) Given the reactants [CH2:1]([O:3][C:4]1[C:5]([CH2:19][O:20][CH3:21])=[N:6][CH:7]=[C:8](B2OC(C)(C)C(C)(C)O2)[CH:9]=1)[CH3:2].Br[C:23]1[CH:32]=[CH:31][C:30]2[N:29]=[CH:28][C:27]3[N:33]([CH3:44])[C:34](=[O:43])[N:35]([C:36]4[C:37]([CH3:42])=[N:38][CH:39]=[CH:40][CH:41]=4)[C:26]=3[C:25]=2[CH:24]=1, predict the reaction product. The product is: [CH2:1]([O:3][C:4]1[CH:9]=[C:8]([C:23]2[CH:32]=[CH:31][C:30]3[N:29]=[CH:28][C:27]4[N:33]([CH3:44])[C:34](=[O:43])[N:35]([C:36]5[C:37]([CH3:42])=[N:38][CH:39]=[CH:40][CH:41]=5)[C:26]=4[C:25]=3[CH:24]=2)[CH:7]=[N:6][C:5]=1[CH2:19][O:20][CH3:21])[CH3:2]. (2) Given the reactants [C:1]([S:20][CH2:21][CH2:22][NH2:23])([C:14]1[CH:19]=[CH:18][CH:17]=[CH:16][CH:15]=1)([C:8]1[CH:13]=[CH:12][CH:11]=[CH:10][CH:9]=1)[C:2]1[CH:7]=[CH:6][CH:5]=[CH:4][CH:3]=1.C(N(CC)CC)C.[Br:31][CH2:32][C:33](Br)=[O:34].O, predict the reaction product. The product is: [C:1]([S:20][CH2:21][CH2:22][NH:23][C:33](=[O:34])[CH2:32][Br:31])([C:8]1[CH:13]=[CH:12][CH:11]=[CH:10][CH:9]=1)([C:14]1[CH:15]=[CH:16][CH:17]=[CH:18][CH:19]=1)[C:2]1[CH:7]=[CH:6][CH:5]=[CH:4][CH:3]=1. (3) Given the reactants Cl[C:2]1[N:7]=[C:6]2[CH:8]=[C:9]([C:20]([O:22][C:23]([CH3:26])([CH3:25])[CH3:24])=[O:21])[N:10]([S:11]([C:14]3[CH:19]=[CH:18][CH:17]=[CH:16][CH:15]=3)(=[O:13])=[O:12])[C:5]2=[CH:4][CH:3]=1.[NH:27]([C:36]([O:38][C:39]([CH3:42])([CH3:41])[CH3:40])=[O:37])[NH:28][C:29]([O:31][C:32]([CH3:35])([CH3:34])[CH3:33])=[O:30].C([O-])([O-])=O.[Cs+].[Cs+], predict the reaction product. The product is: [C:23]([O:22][C:20]([C:9]1[N:10]([S:11]([C:14]2[CH:19]=[CH:18][CH:17]=[CH:16][CH:15]=2)(=[O:13])=[O:12])[C:5]2[C:6](=[N:7][C:2]([N:27]([C:36]([O:38][C:39]([CH3:42])([CH3:41])[CH3:40])=[O:37])[NH:28][C:29]([O:31][C:32]([CH3:33])([CH3:34])[CH3:35])=[O:30])=[CH:3][CH:4]=2)[CH:8]=1)=[O:21])([CH3:26])([CH3:25])[CH3:24]. (4) The product is: [C:1]([N:4]1[CH2:9][CH2:8][C:7]2[S:10][C:11]([C:13]3[CH:18]=[CH:17][C:16]([O:19][C@H:33]4[CH2:36][C@H:35]([N:37]5[CH2:42][CH2:41][CH2:40][CH2:39][CH2:38]5)[CH2:34]4)=[CH:15][CH:14]=3)=[N:12][C:6]=2[CH2:5]1)(=[O:3])[CH3:2]. Given the reactants [C:1]([N:4]1[CH2:9][CH2:8][C:7]2[S:10][C:11]([C:13]3[CH:18]=[CH:17][C:16]([OH:19])=[CH:15][CH:14]=3)=[N:12][C:6]=2[CH2:5]1)(=[O:3])[CH3:2].[H-].[Na+].CC1C=CC(S(O[C@H:33]2[CH2:36][C@@H:35]([N:37]3[CH2:42][CH2:41][CH2:40][CH2:39][CH2:38]3)[CH2:34]2)(=O)=O)=CC=1, predict the reaction product. (5) Given the reactants [OH:1][CH2:2][C:3]1[CH:8]=[CH:7][C:6]([C:9]2[CH:14]=[CH:13][C:12]([NH:15][C:16]([C@@H:18]3[CH:23]4[CH2:24][CH2:25][N:20]([CH2:21][CH2:22]4)[CH2:19]3)=[O:17])=[CH:11][CH:10]=2)=[CH:5][CH:4]=1.[CH:26]([N:29]=[C:30]=[O:31])([CH3:28])[CH3:27], predict the reaction product. The product is: [CH:26]([NH:29][C:30](=[O:31])[O:1][CH2:2][C:3]1[CH:8]=[CH:7][C:6]([C:9]2[CH:10]=[CH:11][C:12]([NH:15][C:16]([C@@H:18]3[CH:23]4[CH2:24][CH2:25][N:20]([CH2:21][CH2:22]4)[CH2:19]3)=[O:17])=[CH:13][CH:14]=2)=[CH:5][CH:4]=1)([CH3:28])[CH3:27]. (6) Given the reactants [F:1][C:2]1[CH:10]=[C:9]2[C:5]([CH:6]=[CH:7][N:8]2[Si](C(C)C)(C(C)C)C(C)C)=[CH:4][C:3]=1[C:21]([O:23][CH2:24][CH3:25])=[O:22].CCCC[N+](CCCC)(CCCC)CCCC.[F-].O.C(OCC)(=O)C, predict the reaction product. The product is: [F:1][C:2]1[CH:10]=[C:9]2[C:5]([CH:6]=[CH:7][NH:8]2)=[CH:4][C:3]=1[C:21]([O:23][CH2:24][CH3:25])=[O:22]. (7) Given the reactants [C:1]1([C:7]2[O:8][C:9]3[C:15]([C:16]([OH:18])=O)=[CH:14][CH:13]=[CH:12][C:10]=3[N:11]=2)[CH:6]=[CH:5][CH:4]=[CH:3][CH:2]=1.Cl.Cl.[NH2:21][CH:22]1[CH2:29][CH:28]2[N:30]([CH3:31])[CH:24]([CH2:25][CH2:26][CH2:27]2)[CH2:23]1, predict the reaction product. The product is: [CH3:31][N:30]1[CH:24]2[CH2:25][CH2:26][CH2:27][CH:28]1[CH2:29][CH:22]([NH:21][C:16]([C:15]1[C:9]3[O:8][C:7]([C:1]4[CH:2]=[CH:3][CH:4]=[CH:5][CH:6]=4)=[N:11][C:10]=3[CH:12]=[CH:13][CH:14]=1)=[O:18])[CH2:23]2. (8) Given the reactants Br[C:2]1[CH:3]=[C:4](/[C:8](/[F:20])=[CH:9]/[C:10]2[CH:19]=[CH:18][C:13]([C:14]([O:16][CH3:17])=[O:15])=[CH:12][CH:11]=2)[CH:5]=[CH:6][CH:7]=1.[B:21]1([B:21]2[O:25][C:24]([CH3:27])([CH3:26])[C:23]([CH3:29])([CH3:28])[O:22]2)[O:25][C:24]([CH3:27])([CH3:26])[C:23]([CH3:29])([CH3:28])[O:22]1.CC([O-])=O.[K+].C(OCC)(=O)C, predict the reaction product. The product is: [F:20]/[C:8](/[C:4]1[CH:5]=[CH:6][CH:7]=[C:2]([B:21]2[O:25][C:24]([CH3:27])([CH3:26])[C:23]([CH3:29])([CH3:28])[O:22]2)[CH:3]=1)=[CH:9]\[C:10]1[CH:19]=[CH:18][C:13]([C:14]([O:16][CH3:17])=[O:15])=[CH:12][CH:11]=1.